This data is from Full USPTO retrosynthesis dataset with 1.9M reactions from patents (1976-2016). The task is: Predict the reactants needed to synthesize the given product. (1) Given the product [NH2:36][C:37]1[O:18][C:17]([C:16]2[CH:21]=[CH:22][CH:23]=[CH:24][C:15]=2[C:13]2[N:12]([C:25]([CH3:26])([CH3:27])[CH3:28])[C:11]3[CH:29]=[CH:30][C:8]([C:5]4[CH:4]=[N:3][C:2]([NH2:1])=[N:7][CH:6]=4)=[CH:9][C:10]=3[N:14]=2)=[N:19][N:20]=1, predict the reactants needed to synthesize it. The reactants are: [NH2:1][C:2]1[N:7]=[CH:6][C:5]([C:8]2[CH:30]=[CH:29][C:11]3[N:12]([C:25]([CH3:28])([CH3:27])[CH3:26])[C:13]([C:15]4[CH:24]=[CH:23][CH:22]=[CH:21][C:16]=4[C:17]([NH:19][NH2:20])=[O:18])=[N:14][C:10]=3[CH:9]=2)=[CH:4][N:3]=1.C([O-])(O)=O.[Na+].[N:36]#[C:37]Br. (2) Given the product [NH2:26][C:21]1[CH:22]=[N:23][CH:24]=[CH:25][C:20]=1[C@@H:9]1[CH2:10][C@H:11]([NH:12][C:13](=[O:19])[O:14][C:15]([CH3:18])([CH3:17])[CH3:16])[C@H:6]([O:5][CH2:4][CH2:3][C:1]#[N:2])[C@H:7]([CH3:29])[CH2:8]1, predict the reactants needed to synthesize it. The reactants are: [C:1]([CH2:3][CH2:4][O:5][C@@H:6]1[C@H:11]([NH:12][C:13](=[O:19])[O:14][C:15]([CH3:18])([CH3:17])[CH3:16])[CH:10]=[C:9]([C:20]2[CH:25]=[CH:24][N:23]=[CH:22][C:21]=2[N+:26]([O-])=O)[CH2:8][C@@H:7]1[CH3:29])#[N:2]. (3) The reactants are: [Cl:1][C:2]1[CH:7]=[CH:6][C:5]([C:8]([N:10]([CH3:36])[C@@H:11]2[CH2:16][CH2:15][N:14]([C:17]3[N:22]=[CH:21][C:20]([C:23]([O:25]CC)=[O:24])=[CH:19][CH:18]=3)[CH2:13][C@H:12]2[C:28]2[CH:33]=[CH:32][C:31]([Cl:34])=[C:30]([Cl:35])[CH:29]=2)=[O:9])=[CH:4][CH:3]=1.[OH-].[Na+]. Given the product [Cl:1][C:2]1[CH:7]=[CH:6][C:5]([C:8]([N:10]([CH3:36])[C@@H:11]2[CH2:16][CH2:15][N:14]([C:17]3[N:22]=[CH:21][C:20]([C:23]([OH:25])=[O:24])=[CH:19][CH:18]=3)[CH2:13][C@H:12]2[C:28]2[CH:33]=[CH:32][C:31]([Cl:34])=[C:30]([Cl:35])[CH:29]=2)=[O:9])=[CH:4][CH:3]=1, predict the reactants needed to synthesize it. (4) Given the product [I:1][C:2]1[C:3]([C:7]2[CH:12]=[CH:11][CH:10]=[C:9]([N+:13]([O-:15])=[O:14])[CH:8]=2)=[N:4][N:5]([CH2:3][C:7]2[CH:12]=[CH:11][C:10]([O:19][CH3:16])=[CH:9][CH:8]=2)[CH:6]=1, predict the reactants needed to synthesize it. The reactants are: [I:1][C:2]1[C:3]([C:7]2[CH:12]=[CH:11][CH:10]=[C:9]([N+:13]([O-:15])=[O:14])[CH:8]=2)=[N:4][NH:5][CH:6]=1.[C:16](=[O:19])([O-])[O-].[Cs+].[Cs+].[Cl-].O. (5) The reactants are: C(O[C:4](=[O:16])[C:5]1[CH:10]=[C:9]([N+:11]([O-:13])=[O:12])[CH:8]=[CH:7][C:6]=1[CH2:14]Br)C.[CH3:17][O:18][C:19](=[O:29])[CH2:20][CH2:21][C:22]1[CH:27]=[CH:26][C:25]([NH2:28])=[CH:24][CH:23]=1.NC1C=CC=CC=1. Given the product [CH3:17][O:18][C:19](=[O:29])[CH2:20][CH2:21][C:22]1[CH:27]=[CH:26][C:25]([N:28]2[CH2:14][C:6]3[C:5](=[CH:10][C:9]([N+:11]([O-:13])=[O:12])=[CH:8][CH:7]=3)[C:4]2=[O:16])=[CH:24][CH:23]=1, predict the reactants needed to synthesize it. (6) Given the product [CH2:1]([C@H:4]1[CH2:10][N:9]([CH:11]2[CH2:15][CH2:14][CH2:13][CH2:12]2)[C:8]2[N:16]=[C:17]([NH:20][C:21]3[CH:29]=[CH:28][C:24]([C:25]([NH:40][C@H:37]4[CH2:38][CH2:39][N:35]([CH3:34])[CH2:36]4)=[O:26])=[CH:23][C:22]=3[O:30][CH3:31])[N:18]=[CH:19][C:7]=2[N:6]([CH3:32])[C:5]1=[O:33])[CH:2]=[CH2:3], predict the reactants needed to synthesize it. The reactants are: [CH2:1]([C@H:4]1[CH2:10][N:9]([CH:11]2[CH2:15][CH2:14][CH2:13][CH2:12]2)[C:8]2[N:16]=[C:17]([NH:20][C:21]3[CH:29]=[CH:28][C:24]([C:25](O)=[O:26])=[CH:23][C:22]=3[O:30][CH3:31])[N:18]=[CH:19][C:7]=2[N:6]([CH3:32])[C:5]1=[O:33])[CH:2]=[CH2:3].[CH3:34][N:35]1[CH2:39][CH2:38][C@H:37]([NH2:40])[CH2:36]1. (7) Given the product [CH:47]1([NH:44][C:45]([N:1]2[CH2:6][CH2:5][CH:4]([N:7]3[CH:30]=[C:29]4[C:9]([C:10](=[O:34])[NH:11][CH2:12][CH2:13][CH2:14][CH2:15][CH2:16][CH2:17][N:18]5[CH:33]=[C:21]([C:22]6[N:32]=[C:26]([C:27](=[O:31])[NH:28]4)[CH:25]=[CH:24][CH:23]=6)[CH:20]=[N:19]5)=[N:8]3)[CH2:3][CH2:2]2)=[O:46])[CH2:49][CH2:48]1, predict the reactants needed to synthesize it. The reactants are: [NH:1]1[CH2:6][CH2:5][CH:4]([N:7]2[CH:30]=[C:29]3[C:9]([C:10](=[O:34])[NH:11][CH2:12][CH2:13][CH2:14][CH2:15][CH2:16][CH2:17][N:18]4[CH:33]=[C:21]([C:22]5[N:32]=[C:26]([C:27](=[O:31])[NH:28]3)[CH:25]=[CH:24][CH:23]=5)[CH:20]=[N:19]4)=[N:8]2)[CH2:3][CH2:2]1.C(N(C(C)C)C(C)C)C.[N:44]([CH:47]1[CH2:49][CH2:48]1)=[C:45]=[O:46]. (8) The reactants are: [Zn:1].[F:2][C:3]1[CH:31]=[CH:30][C:6]([O:7][CH2:8][C@@H:9]([OH:29])/[CH:10]=[CH:11]/[C:12]#[C:13]/[CH:14]=[CH:15]/[CH:16]=[CH:17]/[C@@H:18]([OH:28])[C@@H:19]([OH:27])[CH2:20][O:21][CH2:22][C:23]([O:25][CH3:26])=[O:24])=[CH:5][CH:4]=1.O. Given the product [Zn:1].[F:2][C:3]1[CH:4]=[CH:5][C:6]([O:7][CH2:8][C@@H:9]([OH:29])/[CH:10]=[CH:11]/[CH:12]=[CH:13]\[CH:14]=[CH:15]\[CH:16]=[CH:17]\[C@@H:18]([OH:28])[C@@H:19]([OH:27])[CH2:20][O:21][CH2:22][C:23]([O:25][CH3:26])=[O:24])=[CH:30][CH:31]=1, predict the reactants needed to synthesize it. (9) Given the product [CH2:6]([O:9][C:10]([N:12]1[CH2:16][C@H:15]([OH:17])[CH2:14][C@H:13]1[C:18]([O:20][CH3:21])=[O:19])=[O:11])[CH:7]=[CH2:8], predict the reactants needed to synthesize it. The reactants are: OS(O)(=O)=O.[CH2:6]([O:9][C:10]([N:12]1[CH2:16][C@H:15]([OH:17])[CH2:14][C@H:13]1[C:18]([OH:20])=[O:19])=[O:11])[CH:7]=[CH2:8].[CH3:21]O. (10) Given the product [CH3:1][O:2][C:3](=[O:14])[CH:4]([C:5]1[CH:10]=[CH:9][C:8]([O:11][CH3:12])=[CH:7][C:6]=1[F:13])[CH3:16], predict the reactants needed to synthesize it. The reactants are: [CH3:1][O:2][C:3](=[O:14])[CH2:4][C:5]1[CH:10]=[CH:9][C:8]([O:11][CH3:12])=[CH:7][C:6]=1[F:13].[Li+].[CH3:16]C([N-]C(C)C)C.CI.[NH4+].[Cl-].